Dataset: Full USPTO retrosynthesis dataset with 1.9M reactions from patents (1976-2016). Task: Predict the reactants needed to synthesize the given product. (1) Given the product [Cl:10][C:11]1[N:20]=[C:19]([N:6]2[CH2:7][CH2:8][CH2:9][C@@H:4]([NH:3][C:38](=[O:40])[CH3:39])[CH2:5]2)[C:18]2[C:13](=[CH:14][CH:15]=[CH:16][CH:17]=2)[N:12]=1, predict the reactants needed to synthesize it. The reactants are: Cl.Cl.[NH2:3][C@@H:4]1[CH2:9][CH2:8][CH2:7][NH:6][CH2:5]1.[Cl:10][C:11]1[N:20]=[C:19](Cl)[C:18]2[C:13](=[CH:14][CH:15]=[CH:16][CH:17]=2)[N:12]=1.C(N(C(C)C)CC)(C)C.C(N(CC)CC)C.[C:38](Cl)(=[O:40])[CH3:39]. (2) Given the product [ClH:1].[N:2]12[CH2:9][CH2:8][CH:5]([CH2:6][CH2:7]1)[C@@H:4]([NH:10][C:11]([C:13]1[S:14][C:15]3[CH:21]=[C:20]([C:26]4[CH:27]=[CH:28][CH:29]=[CH:30][C:25]=4[CH2:24][OH:23])[CH:19]=[CH:18][C:16]=3[CH:17]=1)=[O:12])[CH2:3]2, predict the reactants needed to synthesize it. The reactants are: [ClH:1].[N:2]12[CH2:9][CH2:8][CH:5]([CH2:6][CH2:7]1)[C@@H:4]([NH:10][C:11]([C:13]1[S:14][C:15]3[CH:21]=[C:20](Br)[CH:19]=[CH:18][C:16]=3[CH:17]=1)=[O:12])[CH2:3]2.[OH:23][CH2:24][C:25]1[CH:30]=[CH:29][CH:28]=[CH:27][C:26]=1B(O)O.C(=O)([O-])[O-].[Na+].[Na+]. (3) Given the product [ClH:30].[Br:27][C:25]1[C:26]2[C:21]([CH:22]=[CH:23][CH:24]=1)=[N:20][N:19]1[C:14]([C@@H:11]3[CH2:12][CH2:13][NH:8][C@@H:9]([CH3:29])[CH2:10]3)=[CH:15][C:16](=[O:28])[NH:17][C:18]=21, predict the reactants needed to synthesize it. The reactants are: C(OC([N:8]1[CH2:13][CH2:12][CH:11]([C:14]2[N:19]3[N:20]=[C:21]4[C:26]([C:25]([Br:27])=[CH:24][CH:23]=[CH:22]4)=[C:18]3[NH:17][C:16](=[O:28])[CH:15]=2)[CH2:10][CH:9]1[CH3:29])=O)(C)(C)C.[ClH:30]. (4) Given the product [O:44]1[C:48]2[CH:49]=[CH:50][C:51]([S:53]([N:25]([CH2:24][C@@H:23]([OH:30])[C@@H:22]([N:14]([CH2:15][C:16]3[CH:21]=[CH:20][CH:19]=[CH:18][CH:17]=3)[CH2:13][C:7]3[CH:8]=[CH:9][CH:10]=[CH:11][CH:12]=3)[CH2:31][C:32]3[CH:37]=[CH:36][CH:35]=[CH:34][CH:33]=3)[CH2:26][CH:27]([CH3:29])[CH3:28])(=[O:54])=[O:55])=[CH:52][C:47]=2[O:46][CH2:45]1, predict the reactants needed to synthesize it. The reactants are: C(O)(=O)C(O)=O.[C:7]1([CH2:13][N:14]([C@@H:22]([CH2:31][C:32]2[CH:37]=[CH:36][CH:35]=[CH:34][CH:33]=2)[C@H:23]([OH:30])[CH2:24][NH:25][CH2:26][CH:27]([CH3:29])[CH3:28])[CH2:15][C:16]2[CH:21]=[CH:20][CH:19]=[CH:18][CH:17]=2)[CH:12]=[CH:11][CH:10]=[CH:9][CH:8]=1.C(=O)([O-])[O-].[K+].[K+].[O:44]1[C:48]2[CH:49]=[CH:50][C:51]([S:53](Cl)(=[O:55])=[O:54])=[CH:52][C:47]=2[O:46][CH2:45]1.C(OCC)(=O)C. (5) Given the product [NH:11]1[CH:12]=[C:8]([C:21]2[NH:20][C:28]3[C:23]([CH:22]=2)=[CH:24][CH:25]=[CH:26][CH:27]=3)[N:9]=[CH:10]1, predict the reactants needed to synthesize it. The reactants are: C([O-])([O-])=O.[Na+].[Na+].I[C:8]1[N:9]=[CH:10][NH:11][CH:12]=1.C(OC([N:20]1[C:28]2[C:23](=[CH:24][CH:25]=[CH:26][CH:27]=2)[CH:22]=[C:21]1B(O)O)=O)(C)(C)C. (6) Given the product [F:22][C:20]1[CH:19]=[CH:18][C:17]([NH:23][C:24]2[C:25]3[C:32]([CH3:33])=[C:31]([C:34]([NH2:35])=[O:36])[S:30][C:26]=3[N:27]=[CH:28][N:29]=2)=[C:16]([O:15][C@H:12]2[CH2:13][CH2:14][C@H:9]([NH:7][CH3:6])[CH2:10][CH2:11]2)[CH:21]=1, predict the reactants needed to synthesize it. The reactants are: C(O[C:6](=O)[N:7]([C@H:9]1[CH2:14][CH2:13][C@H:12]([O:15][C:16]2[CH:21]=[C:20]([F:22])[CH:19]=[CH:18][C:17]=2[NH:23][C:24]2[C:25]3[C:32]([CH3:33])=[C:31]([C:34](=[O:36])[NH2:35])[S:30][C:26]=3[N:27]=[CH:28][N:29]=2)[CH2:11][CH2:10]1)C)(C)(C)C.